Predict which catalyst facilitates the given reaction. From a dataset of Catalyst prediction with 721,799 reactions and 888 catalyst types from USPTO. (1) Reactant: [OH:1][C:2]1[CH:3]=[C:4]([CH:7]=[CH:8][C:9]=1[O:10][CH3:11])[C:5]#[N:6].C(=O)([O-])[O-].[K+].[K+].CN(C)C=O.Cl[CH2:24][CH2:25][CH2:26][N:27]1[CH2:32][CH2:31][O:30][CH2:29][CH2:28]1. Product: [CH3:11][O:10][C:9]1[CH:8]=[CH:7][C:4]([C:5]#[N:6])=[CH:3][C:2]=1[O:1][CH2:24][CH2:25][CH2:26][N:27]1[CH2:32][CH2:31][O:30][CH2:29][CH2:28]1. The catalyst class is: 11. (2) Reactant: [Cl:1][C:2]1[CH:7]=[CH:6][C:5]([N+:8]([O-])=O)=[CH:4][C:3]=1[NH:11][C:12]([N:14]=[S:15]([CH3:18])([CH3:17])=[O:16])=[O:13].NC1C=CC(NC(N=S(C)(C)=O)=O)=CC=1. Product: [NH2:8][C:5]1[CH:6]=[CH:7][C:2]([Cl:1])=[C:3]([NH:11][C:12]([N:14]=[S:15]([CH3:17])([CH3:18])=[O:16])=[O:13])[CH:4]=1. The catalyst class is: 429. (3) Reactant: [H-].C([Al+]CC(C)C)C(C)C.C1(C)C=CC=CC=1.[C:18]1([CH:24]2[O:28][C:27](=[O:29])[CH2:26][CH2:25]2)[CH:23]=[CH:22][CH:21]=[CH:20][CH:19]=1.CO.C(C(C(C([O-])=O)O)O)([O-])=O.[Na+].[K+]. Product: [C:18]1([CH:24]2[O:28][CH:27]([OH:29])[CH2:26][CH2:25]2)[CH:19]=[CH:20][CH:21]=[CH:22][CH:23]=1. The catalyst class is: 11. (4) Reactant: [CH:1]12[CH2:14][CH:9]([CH:10](O)[CH:11]1O)[CH2:8][C:7]1[CH:6]=[CH:5][CH:4]=[N:3][C:2]2=1.CCOC(C)=O.[CH2:21]([NH2:28])[C:22]1[CH:27]=[CH:26][CH:25]=[CH:24][CH:23]=1. Product: [CH2:21]([N:28]1[CH2:11][CH:1]2[CH2:14][CH:9]([CH2:8][C:7]3[CH:6]=[CH:5][CH:4]=[N:3][C:2]=32)[CH2:10]1)[C:22]1[CH:27]=[CH:26][CH:25]=[CH:24][CH:23]=1. The catalyst class is: 88. (5) Reactant: [OH:1][CH2:2][C@H:3]1[O:7][C:6](=[O:8])[CH2:5][CH2:4]1.[C:9]1([CH3:19])[CH:14]=[CH:13][C:12]([S:15](Cl)(=[O:17])=[O:16])=[CH:11][CH:10]=1. Product: [CH3:19][C:9]1[CH:14]=[CH:13][C:12]([S:15]([O:1][CH2:2][C@@H:3]2[CH2:4][CH2:5][C:6](=[O:8])[O:7]2)(=[O:17])=[O:16])=[CH:11][CH:10]=1. The catalyst class is: 17. (6) Reactant: [CH2:1]([N:3]1[C:11]2[C:6](=[CH:7][C:8]([N+:16]([O-:18])=[O:17])=[C:9]([NH:12]C(=O)C)[CH:10]=2)[C:5]([CH3:20])([CH3:19])[C:4]1=[O:21])[CH3:2].Cl. Product: [NH2:12][C:9]1[CH:10]=[C:11]2[C:6]([C:5]([CH3:19])([CH3:20])[C:4](=[O:21])[N:3]2[CH2:1][CH3:2])=[CH:7][C:8]=1[N+:16]([O-:18])=[O:17]. The catalyst class is: 8. (7) Reactant: C(O[C:5](=[O:7])[CH3:6])(=O)C.[F:8][C:9]1[CH:15]=[CH:14][C:12]([NH2:13])=[C:11]([CH3:16])[CH:10]=1. Product: [F:8][C:9]1[CH:15]=[CH:14][C:12]([NH:13][C:5](=[O:7])[CH3:6])=[C:11]([CH3:16])[CH:10]=1. The catalyst class is: 22.